Dataset: Full USPTO retrosynthesis dataset with 1.9M reactions from patents (1976-2016). Task: Predict the reactants needed to synthesize the given product. (1) Given the product [Cl:1][C:2]1[C:3]2[C:10]([C:20]3[CH:21]=[CH:22][C:17]([O:16][CH3:15])=[CH:18][CH:19]=3)=[CH:9][N:8]([CH:12]([CH3:14])[CH3:13])[C:4]=2[N:5]=[CH:6][N:7]=1, predict the reactants needed to synthesize it. The reactants are: [Cl:1][C:2]1[C:3]2[C:10](I)=[CH:9][N:8]([CH:12]([CH3:14])[CH3:13])[C:4]=2[N:5]=[CH:6][N:7]=1.[CH3:15][O:16][C:17]1[CH:22]=[CH:21][C:20](B(O)O)=[CH:19][CH:18]=1.C1(C)C=CC=CC=1.C(=O)(O)[O-].[Na+]. (2) The reactants are: [Cl:1][C:2]1[C:11]([N+:12]([O-:14])=[O:13])=[CH:10][CH:9]=[CH:8][C:3]=1[C:4](OC)=[O:5].[BH4-].[Na+].CO.O. Given the product [Cl:1][C:2]1[C:11]([N+:12]([O-:14])=[O:13])=[CH:10][CH:9]=[CH:8][C:3]=1[CH2:4][OH:5], predict the reactants needed to synthesize it. (3) Given the product [Br:3][C:4]([F:10])([F:11])[C:5]([N:12]1[CH2:16][CH2:15][CH2:14][CH2:13]1)=[O:7], predict the reactants needed to synthesize it. The reactants are: N#N.[Br:3][C:4]([F:11])([F:10])[C:5]([O:7]CC)=O.[NH:12]1[CH2:16][CH2:15][CH2:14][CH2:13]1. (4) Given the product [C:30]([O:29][C:27]([NH:26][CH2:25][C:24]([NH:23][C@@:6]1([C:4]([OH:5])=[O:3])[CH2:11][C@H:10]([S:12][C:13]2[NH:17][CH:16]=[N:15][N:14]=2)[C@@H:9]2[C@H:7]1[C@H:8]2[C:18]([OH:20])=[O:19])=[O:34])=[O:28])([CH3:33])([CH3:31])[CH3:32], predict the reactants needed to synthesize it. The reactants are: C([O:3][C:4]([C@:6]1([NH:23][C:24](=[O:34])[CH2:25][NH:26][C:27]([O:29][C:30]([CH3:33])([CH3:32])[CH3:31])=[O:28])[CH2:11][C@H:10]([S:12][C:13]2[NH:17][CH:16]=[N:15][N:14]=2)[C@@H:9]2[C@H:7]1[C@H:8]2[C:18]([O:20]CC)=[O:19])=[O:5])C.[OH-].[Li+].